This data is from Full USPTO retrosynthesis dataset with 1.9M reactions from patents (1976-2016). The task is: Predict the reactants needed to synthesize the given product. (1) Given the product [CH2:12]([N:6]1[CH:5]=[C:4]([N+:1]([O-:3])=[O:2])[CH:8]=[N:7]1)[CH3:13], predict the reactants needed to synthesize it. The reactants are: [N+:1]([C:4]1[CH:5]=[N:6][NH:7][CH:8]=1)([O-:3])=[O:2].[H-].[Na+].I[CH2:12][CH3:13]. (2) Given the product [F:34][C:12]([F:11])([F:35])[C:13]1[CH:14]=[CH:15][C:16]2[C:20]([N:21]3[CH2:26][CH2:25][N:24]([CH2:27][C@@H:28]4[CH2:30][C@H:29]4[CH:31]=[O:32])[CH2:23][CH2:22]3)=[CH:19][S:18][C:17]=2[CH:33]=1, predict the reactants needed to synthesize it. The reactants are: C(Cl)(=O)C(Cl)=O.CS(C)=O.[F:11][C:12]([F:35])([F:34])[C:13]1[CH:14]=[CH:15][C:16]2[C:20]([N:21]3[CH2:26][CH2:25][N:24]([CH2:27][C@@H:28]4[CH2:30][C@H:29]4[CH2:31][OH:32])[CH2:23][CH2:22]3)=[CH:19][S:18][C:17]=2[CH:33]=1.C(N(CC)CC)C. (3) Given the product [C:1]([O:6][CH:7]([O:9][CH2:10][C:11]1[CH:12]=[CH:13][CH:14]=[CH:15][CH:16]=1)[CH3:8])(=[O:5])[C:2]([CH3:4])=[CH2:3].[C:17]([O:21][CH2:22][CH:23]1[O:25][CH2:24]1)(=[O:20])[CH:18]=[CH2:19].[C:26]([O:31][CH2:32][CH2:33][OH:34])(=[O:30])[C:27]([CH3:29])=[CH2:28].[CH3:24][O:25][CH2:23][CH2:22][O:21][CH2:17][CH2:18][O:47][CH2:45][CH3:44], predict the reactants needed to synthesize it. The reactants are: [C:1]([O:6][CH:7]([O:9][CH2:10][C:11]1[CH:16]=[CH:15][CH:14]=[CH:13][CH:12]=1)[CH3:8])(=[O:5])[C:2]([CH3:4])=[CH2:3].[C:17]([O:21][CH2:22][CH:23]1[O:25][CH2:24]1)(=[O:20])[CH:18]=[CH2:19].[C:26]([O:31][CH2:32][CH2:33][OH:34])(=[O:30])[C:27]([CH3:29])=[CH2:28].N([C:44](C)(CC)[C:45]([O-:47])=O)=NC(C)(CC)C([O-])=O. (4) Given the product [C:30]([C:34]1[CH:35]=[C:36]([CH:40]=[C:41]([N:43]2[CH2:48][CH2:47][N:46]([CH3:49])[CH2:45][CH2:44]2)[CH:42]=1)[C:37]([NH:6][C:5]1[CH:7]=[CH:8][C:2]([CH3:1])=[C:3]([N:9]2[C:16]3[N:12]([N:13]=[C:14]([C:17]4[CH:18]=[N:19][CH:20]=[CH:21][CH:22]=4)[CH:15]=3)[CH:11]=[CH:10]2)[CH:4]=1)=[O:38])([CH3:33])([CH3:31])[CH3:32], predict the reactants needed to synthesize it. The reactants are: [CH3:1][C:2]1[CH:8]=[CH:7][C:5]([NH2:6])=[CH:4][C:3]=1[N:9]1[C:16]2[N:12]([N:13]=[C:14]([C:17]3[CH:18]=[N:19][CH:20]=[CH:21][CH:22]=3)[CH:15]=2)[CH:11]=[CH:10]1.FC(F)(F)C(O)=O.[C:30]([C:34]1[CH:35]=[C:36]([CH:40]=[C:41]([N:43]2[CH2:48][CH2:47][N:46]([CH3:49])[CH2:45][CH2:44]2)[CH:42]=1)[C:37](O)=[O:38])([CH3:33])([CH3:32])[CH3:31]. (5) Given the product [ClH:1].[Cl:12][C:13]1[CH:36]=[CH:35][C:16]([NH:17][C:18]2[C:27]3[C:22](=[CH:23][C:24]([S:30]([CH2:31][CH2:32][O:33][CH3:34])=[O:9])=[C:25]([O:28][CH3:29])[CH:26]=3)[N:21]=[CH:20][N:19]=2)=[C:15]([F:37])[CH:14]=1, predict the reactants needed to synthesize it. The reactants are: [Cl:1]C1C=CC=C(C(OO)=[O:9])C=1.[Cl:12][C:13]1[CH:36]=[CH:35][C:16]([NH:17][C:18]2[C:27]3[C:22](=[CH:23][C:24]([S:30][CH2:31][CH2:32][O:33][CH3:34])=[C:25]([O:28][CH3:29])[CH:26]=3)[N:21]=[CH:20][N:19]=2)=[C:15]([F:37])[CH:14]=1. (6) Given the product [CH3:1][C@@H:2]1[CH2:7][N:6]([C:8]([O:10][C:11]([CH3:13])([CH3:12])[CH3:14])=[O:9])[C:5](=[O:15])[CH:4]([CH2:16][C:17]2[N:18]=[CH:19][N:20]([C@H:22]3[CH2:23][CH2:24][C@H:25]([CH3:28])[CH2:26][CH2:27]3)[CH:21]=2)[CH2:3]1, predict the reactants needed to synthesize it. The reactants are: [CH3:1][C@@H:2]1[CH2:7][N:6]([C:8]([O:10][C:11]([CH3:14])([CH3:13])[CH3:12])=[O:9])[C:5](=[O:15])/[C:4](=[CH:16]/[C:17]2[N:18]=[CH:19][N:20]([C@H:22]3[CH2:27][CH2:26][C@H:25]([CH3:28])[CH2:24][CH2:23]3)[CH:21]=2)/[CH2:3]1.